Dataset: Reaction yield outcomes from USPTO patents with 853,638 reactions. Task: Predict the reaction yield, written as a fraction of the theoretical maximum amount of product (1.0 means a 100% yield; for example, 0.34 means a 34% yield). (1) The reactants are [N:1]1[CH:6]=[CH:5][CH:4]=[CH:3][C:2]=1[CH2:7][OH:8].[H-].[Na+].F[C:12]1[CH:17]=[CH:16][C:15]([N+:18]([O-:20])=[O:19])=[CH:14][CH:13]=1.O. The catalyst is CN(C)C=O. The product is [N+:18]([C:15]1[CH:16]=[CH:17][C:12]([O:8][CH2:7][C:2]2[CH:3]=[CH:4][CH:5]=[CH:6][N:1]=2)=[CH:13][CH:14]=1)([O-:20])=[O:19]. The yield is 0.850. (2) The reactants are [CH2:1]([O:5][C:6]1[C:15]2[C:10](=[CH:11][CH:12]=[C:13]([C:16](O)=[O:17])[CH:14]=2)[C:9](=[O:19])[N:8]([CH2:20][C:21]([CH3:24])([CH3:23])[CH3:22])[C:7]=1[CH2:25][NH:26][C:27]([O:29][C:30]([CH3:33])([CH3:32])[CH3:31])=[O:28])[CH2:2][CH2:3][CH3:4].CN1CCOCC1.ClC(OCC)=O.[BH4-].[Na+]. The catalyst is O1CCCC1.O.CO. The product is [CH2:1]([O:5][C:6]1[C:15]2[C:10](=[CH:11][CH:12]=[C:13]([CH2:16][OH:17])[CH:14]=2)[C:9](=[O:19])[N:8]([CH2:20][C:21]([CH3:24])([CH3:23])[CH3:22])[C:7]=1[CH2:25][NH:26][C:27](=[O:28])[O:29][C:30]([CH3:33])([CH3:32])[CH3:31])[CH2:2][CH2:3][CH3:4]. The yield is 0.648. (3) The reactants are Cl[CH2:2][CH2:3][C:4]([NH:6][C:7]1[CH:12]=[CH:11][CH:10]=[C:9]([N:13]2[C:18]3[N:19]=[C:20]([NH:23][C:24]4[CH:29]=[CH:28][C:27]([N:30]5[CH2:35][CH2:34][N:33]([CH3:36])[CH2:32][CH2:31]5)=[CH:26][C:25]=4[O:37][CH3:38])[N:21]=[CH:22][C:17]=3[CH:16]=[CH:15][C:14]2=[O:39])[CH:8]=1)=[O:5].[CH3:40][NH:41][CH3:42]. No catalyst specified. The product is [CH3:40][N:41]([CH3:42])[CH2:2][CH2:3][C:4]([NH:6][C:7]1[CH:12]=[CH:11][CH:10]=[C:9]([N:13]2[C:18]3[N:19]=[C:20]([NH:23][C:24]4[CH:29]=[CH:28][C:27]([N:30]5[CH2:35][CH2:34][N:33]([CH3:36])[CH2:32][CH2:31]5)=[CH:26][C:25]=4[O:37][CH3:38])[N:21]=[CH:22][C:17]=3[CH:16]=[CH:15][C:14]2=[O:39])[CH:8]=1)=[O:5]. The yield is 0.760. (4) The reactants are C([O:5][C:6]([C:8]1[C:16]2[C:11](=[CH:12][C:13]([C:17]3(O)[CH2:22][CH2:21][O:20][CH2:19][CH2:18]3)=[CH:14][CH:15]=2)[NH:10][N:9]=1)=[O:7])(C)(C)C.C([SiH](CC)CC)C.ClCCl. The catalyst is FC(F)(F)C(O)=O. The product is [O:20]1[CH2:21][CH2:22][CH:17]([C:13]2[CH:12]=[C:11]3[C:16]([C:8]([C:6]([OH:7])=[O:5])=[N:9][NH:10]3)=[CH:15][CH:14]=2)[CH2:18][CH2:19]1. The yield is 0.600.